Dataset: Forward reaction prediction with 1.9M reactions from USPTO patents (1976-2016). Task: Predict the product of the given reaction. Given the reactants [BH4-].[Na+].[F:3][C:4]1[CH:9]=[CH:8][C:7]([CH2:10][CH:11]([C:17](=[O:28])[C:18]2[CH:23]=[CH:22][C:21]([C:24]([F:27])([F:26])[F:25])=[CH:20][CH:19]=2)[C:12]([O:14][CH2:15][CH3:16])=[O:13])=[CH:6][CH:5]=1.Cl, predict the reaction product. The product is: [F:3][C:4]1[CH:9]=[CH:8][C:7]([CH2:10][CH:11]([CH:17]([OH:28])[C:18]2[CH:19]=[CH:20][C:21]([C:24]([F:26])([F:27])[F:25])=[CH:22][CH:23]=2)[C:12]([O:14][CH2:15][CH3:16])=[O:13])=[CH:6][CH:5]=1.